From a dataset of Reaction yield outcomes from USPTO patents with 853,638 reactions. Predict the reaction yield, written as a fraction of the theoretical maximum amount of product (1.0 means a 100% yield; for example, 0.34 means a 34% yield). The reactants are [CH3:1][N:2]([CH3:19])[CH2:3][CH2:4][O:5][C:6]1[CH:11]=[CH:10][C:9]([NH2:12])=[CH:8][C:7]=1[C:13]1[N:14]([CH3:18])[N:15]=[CH:16][CH:17]=1.[C:20]([C:23]1[CH:24]=[C:25]([N:29]=[C:30]=[O:31])[CH:26]=[CH:27][CH:28]=1)(=[O:22])[CH3:21]. No catalyst specified. The product is [C:20]([C:23]1[CH:24]=[C:25]([NH:29][C:30]([NH:12][C:9]2[CH:10]=[CH:11][C:6]([O:5][CH2:4][CH2:3][N:2]([CH3:19])[CH3:1])=[C:7]([C:13]3[N:14]([CH3:18])[N:15]=[CH:16][CH:17]=3)[CH:8]=2)=[O:31])[CH:26]=[CH:27][CH:28]=1)(=[O:22])[CH3:21]. The yield is 0.643.